This data is from Forward reaction prediction with 1.9M reactions from USPTO patents (1976-2016). The task is: Predict the product of the given reaction. (1) Given the reactants [CH2:1]([O:3][C:4]([C:6]1[CH:7]=[C:8]2[N:13]([CH:14]=1)[CH:12]=[CH:11][C:10]([CH2:15][N:16]=[N+:17]=[N-:18])=[CH:9]2)=[O:5])[CH3:2].[CH2:19]([C:21]([O:28][C:29](=[O:39])[C:30]1[CH:35]=[CH:34][C:33]([N+:36]([O-:38])=[O:37])=[CH:32][CH:31]=1)([C:24]([F:27])([F:26])[F:25])[C:22]#[CH:23])[CH3:20], predict the reaction product. The product is: [CH2:1]([O:3][C:4]([C:6]1[CH:7]=[C:8]2[N:13]([CH:14]=1)[CH:12]=[CH:11][C:10]([CH2:15][N:16]1[CH:20]=[C:19]([C:21]([O:28][C:29](=[O:39])[C:30]3[CH:31]=[CH:32][C:33]([N+:36]([O-:38])=[O:37])=[CH:34][CH:35]=3)([C:24]([F:27])([F:26])[F:25])[CH2:22][CH3:23])[N:18]=[N:17]1)=[CH:9]2)=[O:5])[CH3:2]. (2) Given the reactants C(OC([N:8]1[C:16]2[C:11](=[CH:12][CH:13]=[CH:14][CH:15]=2)[CH:10]=[C:9]1[C:17]1[CH:32]=[CH:31][C:20]2[N:21]([CH:25]3[CH2:30][CH2:29][O:28][CH2:27][CH2:26]3)[C:22]([CH3:24])=[N:23][C:19]=2[CH:18]=1)=O)(C)(C)C, predict the reaction product. The product is: [NH:8]1[C:16]2[C:11](=[CH:12][CH:13]=[CH:14][CH:15]=2)[CH:10]=[C:9]1[C:17]1[CH:32]=[CH:31][C:20]2[N:21]([CH:25]3[CH2:26][CH2:27][O:28][CH2:29][CH2:30]3)[C:22]([CH3:24])=[N:23][C:19]=2[CH:18]=1. (3) The product is: [CH3:1][O:2][C:3](=[O:12])[C:4]1[CH:9]=[C:8]([Br:13])[C:7]([NH2:10])=[CH:6][C:5]=1[Cl:11]. Given the reactants [CH3:1][O:2][C:3](=[O:12])[C:4]1[CH:9]=[CH:8][C:7]([NH2:10])=[CH:6][C:5]=1[Cl:11].[Br:13]N1C(=O)CCC1=O.C(OCC)(=O)C, predict the reaction product. (4) Given the reactants [Cl:1][C:2]1[CH:3]=[C:4]([N:8]2[C:13](=[O:14])[C:12]([OH:15])=[C:11]([C:16]3[CH:21]=[CH:20][C:19]([S:22]([CH3:25])(=[O:24])=[O:23])=[CH:18][CH:17]=3)[CH:10]=[N:9]2)[CH:5]=[CH:6][CH:7]=1.[CH2:26](Cl)[C:27]1[CH:32]=[CH:31][CH:30]=[CH:29][CH:28]=1, predict the reaction product. The product is: [Cl:1][C:2]1[CH:3]=[C:4]([N:8]2[C:13](=[O:14])[C:12]([O:15][CH2:26][C:27]3[CH:32]=[CH:31][CH:30]=[CH:29][CH:28]=3)=[C:11]([C:16]3[CH:21]=[CH:20][C:19]([S:22]([CH3:25])(=[O:24])=[O:23])=[CH:18][CH:17]=3)[CH:10]=[N:9]2)[CH:5]=[CH:6][CH:7]=1. (5) Given the reactants [CH3:1][O:2][C:3]1[CH:14]=[CH:13][CH:12]=[CH:11][C:4]=1[CH:5]=[C:6]([C:9]#[N:10])[C:7]#[N:8].O1CCCC1.[BH4-].[Na+].C(C(CC1C=CC=CC=1OC)(C#N)C#N)C=C, predict the reaction product. The product is: [CH3:1][O:2][C:3]1[CH:14]=[CH:13][CH:12]=[CH:11][C:4]=1[CH2:5][CH:6]([C:9]#[N:10])[C:7]#[N:8]. (6) Given the reactants [C:1]1([C:18]2[CH:23]=[CH:22][CH:21]=[CH:20][CH:19]=2)[CH:6]=[CH:5][C:4]([CH2:7][CH:8]2[NH:12][C:11](=[O:13])[C:10]([CH3:17])([C:14]([OH:16])=[O:15])[CH2:9]2)=[CH:3][CH:2]=1.C1(C)C=CC=CC=1.[C:31](Cl)(=[O:36])[C:32]([CH3:35])([CH3:34])[CH3:33].C(O)(=O)CC(CC(O)=O)(C(O)=O)O, predict the reaction product. The product is: [C:1]1([C:18]2[CH:19]=[CH:20][CH:21]=[CH:22][CH:23]=2)[CH:2]=[CH:3][C:4]([CH2:7][C@H:8]2[N:12]([C:31](=[O:36])[C:32]([CH3:35])([CH3:34])[CH3:33])[C:11](=[O:13])[C@:10]([CH3:17])([C:14]([OH:16])=[O:15])[CH2:9]2)=[CH:5][CH:6]=1.[C:1]1([C:18]2[CH:19]=[CH:20][CH:21]=[CH:22][CH:23]=2)[CH:2]=[CH:3][C:4]([CH2:7][C@H:8]2[N:12]([C:31](=[O:36])[C:32]([CH3:35])([CH3:34])[CH3:33])[C:11](=[O:13])[C@@:10]([CH3:17])([C:14]([OH:16])=[O:15])[CH2:9]2)=[CH:5][CH:6]=1.